Dataset: Catalyst prediction with 721,799 reactions and 888 catalyst types from USPTO. Task: Predict which catalyst facilitates the given reaction. Reactant: [C:1]([C:3]1[CH:4]=[C:5]([C:13]2[S:17][C:16]([C:18]3[CH:26]=[CH:25][CH:24]=[C:23]4[C:19]=3[CH2:20][CH2:21][C@@H:22]4[NH:27][S:28]([CH:31]=[CH2:32])(=[O:30])=[O:29])=[N:15][N:14]=2)[CH:6]=[CH:7][C:8]=1[O:9][CH:10]([CH3:12])[CH3:11])#[N:2].[NH:33]1[CH2:37][CH2:36][C@@H:35]([OH:38])[CH2:34]1. Product: [C:1]([C:3]1[CH:4]=[C:5]([C:13]2[S:17][C:16]([C:18]3[CH:26]=[CH:25][CH:24]=[C:23]4[C:19]=3[CH2:20][CH2:21][C@@H:22]4[NH:27][S:28]([CH2:31][CH2:32][N:33]3[CH2:37][CH2:36][C@@H:35]([OH:38])[CH2:34]3)(=[O:29])=[O:30])=[N:15][N:14]=2)[CH:6]=[CH:7][C:8]=1[O:9][CH:10]([CH3:12])[CH3:11])#[N:2]. The catalyst class is: 3.